Dataset: Catalyst prediction with 721,799 reactions and 888 catalyst types from USPTO. Task: Predict which catalyst facilitates the given reaction. (1) Reactant: B.C1COCC1.[Cl:7][C:8]1[CH:13]=[C:12]([N+:14]([O-:16])=[O:15])[CH:11]=[CH:10][C:9]=1[CH2:17][C:18]([N:20]([CH2:23][CH3:24])[CH2:21][CH3:22])=O. The catalyst class is: 1. Product: [Cl:7][C:8]1[CH:13]=[C:12]([N+:14]([O-:16])=[O:15])[CH:11]=[CH:10][C:9]=1[CH2:17][CH2:18][N:20]([CH2:21][CH3:22])[CH2:23][CH3:24]. (2) Reactant: [CH3:1][C:2]1[C:6]([C:7]2[CH:8]=[C:9](I)[C:10]3[N:14]=[C:13]([NH2:15])[NH:12][C:11]=3[CH:16]=2)=[C:5]([CH3:18])[O:4][N:3]=1.[CH3:19][C:20]1[C:24](B2OC(C)(C)C(C)(C)O2)=[C:23]([CH3:34])[NH:22][N:21]=1.C(=O)([O-])[O-].[Cs+].[Cs+].ICCC. Product: [CH3:19][C:20]1[C:24]([C:9]2[C:10]3[N:14]=[C:13]([NH2:15])[NH:12][C:11]=3[CH:16]=[C:7]([C:6]3[C:2]([CH3:1])=[N:3][O:4][C:5]=3[CH3:18])[CH:8]=2)=[C:23]([CH3:34])[NH:22][N:21]=1. The catalyst class is: 149. (3) Reactant: C(O[C:6]([C:8]1[N:9]=[C:10]([Br:19])[C:11]2[C:16]([C:17]=1[OH:18])=[CH:15][CH:14]=[CH:13][CH:12]=2)=[O:7])CCC.[NH2:20][C@H:21]([C:23]([OH:25])=[O:24])[CH3:22].C[O-].[Na+]. Product: [Br:19][C:10]1[C:11]2[C:16](=[CH:15][CH:14]=[CH:13][CH:12]=2)[C:17]([OH:18])=[C:8]([C:6]([NH:20][C@@H:21]([CH3:22])[C:23]([OH:25])=[O:24])=[O:7])[N:9]=1. The catalyst class is: 5. (4) Reactant: [C:1]([O:5][C:6]([N:8]1[C@@H:12]([CH2:13][C:14]2[CH:19]=[CH:18][C:17]([OH:20])=[CH:16][CH:15]=2)[CH2:11][O:10][C:9]1([CH3:22])[CH3:21])=[O:7])([CH3:4])([CH3:3])[CH3:2].[O:23]([C:30]1[CH:35]=[CH:34][C:33](B(O)O)=[CH:32][CH:31]=1)[C:24]1[CH:29]=[CH:28][CH:27]=[CH:26][CH:25]=1.C(N(CC)CC)C. Product: [C:1]([O:5][C:6]([N:8]1[C@@H:12]([CH2:13][C:14]2[CH:15]=[CH:16][C:17]([O:20][C:33]3[CH:34]=[CH:35][C:30]([O:23][C:24]4[CH:29]=[CH:28][CH:27]=[CH:26][CH:25]=4)=[CH:31][CH:32]=3)=[CH:18][CH:19]=2)[CH2:11][O:10][C:9]1([CH3:22])[CH3:21])=[O:7])([CH3:4])([CH3:2])[CH3:3]. The catalyst class is: 221. (5) Reactant: [Si:1]([O:8][C:9]1[CH:10]=[C:11]2[C:15](=[CH:16][CH:17]=1)[N:14]([CH3:18])[N:13]=[C:12]2I)([C:4]([CH3:7])([CH3:6])[CH3:5])([CH3:3])[CH3:2].C([Mg]Cl)(C)C.[CH2:25]([Sn:29]([CH2:35][CH2:36][CH2:37][CH3:38])([CH2:31][CH2:32][CH2:33][CH3:34])Cl)[CH2:26][CH2:27][CH3:28]. Product: [Si:1]([O:8][C:9]1[CH:10]=[C:11]2[C:15](=[CH:16][CH:17]=1)[N:14]([CH3:18])[N:13]=[C:12]2[Sn:29]([CH2:31][CH2:32][CH2:33][CH3:34])([CH2:35][CH2:36][CH2:37][CH3:38])[CH2:25][CH2:26][CH2:27][CH3:28])([C:4]([CH3:7])([CH3:6])[CH3:5])([CH3:3])[CH3:2]. The catalyst class is: 1. (6) The catalyst class is: 451. Product: [O:22]([C:17]1[CH:18]=[CH:19][CH:20]=[CH:21][C:16]=1[CH2:15][C:14]1[CH:13]=[CH:12][C:11]([CH2:10][CH2:9][O:8][CH2:1][C:2]2[CH:3]=[CH:4][CH:5]=[CH:6][CH:7]=2)=[CH:24][CH:23]=1)[C@@H:29]1[O:46][C@H:45]([CH2:47][OH:48])[C@@H:40]([OH:41])[C@H:35]([OH:36])[C@H:30]1[OH:31]. Reactant: [CH2:1]([O:8][CH2:9][CH2:10][C:11]1[CH:24]=[CH:23][C:14]([CH2:15][C:16]2[CH:21]=[CH:20][CH:19]=[CH:18][C:17]=2[OH:22])=[CH:13][CH:12]=1)[C:2]1[CH:7]=[CH:6][CH:5]=[CH:4][CH:3]=1.C(O[C@@H:29]1[O:46][C@H:45]([CH2:47][O:48]C(=O)C)[C@@H:40]([O:41]C(=O)C)[C@H:35]([O:36]C(=O)C)[C@H:30]1[O:31]C(=O)C)(=O)C.C(=O)([O-])O.[Na+]. (7) The catalyst class is: 9. Product: [Cl:23][C:24]1[CH:31]=[CH:30][C:27]([CH2:28][NH:29][C:19]([C:17]2[S:16][C:11]3[N:10]([C:9](=[O:22])[N:8]([CH2:1][C:2]4[CH:7]=[CH:6][CH:5]=[CH:4][CH:3]=4)[C:13](=[O:14])[C:12]=3[CH3:15])[CH:18]=2)=[O:21])=[CH:26][CH:25]=1. Reactant: [CH2:1]([N:8]1[C:13](=[O:14])[C:12]([CH3:15])=[C:11]2[S:16][C:17]([C:19]([OH:21])=O)=[CH:18][N:10]2[C:9]1=[O:22])[C:2]1[CH:7]=[CH:6][CH:5]=[CH:4][CH:3]=1.[Cl:23][C:24]1[CH:31]=[CH:30][C:27]([CH2:28][NH2:29])=[CH:26][CH:25]=1.O.ON1C2C=CC=CC=2N=N1.Cl.CN(C)CCCN=C=NCC.